From a dataset of Catalyst prediction with 721,799 reactions and 888 catalyst types from USPTO. Predict which catalyst facilitates the given reaction. (1) Reactant: [Cl:1][C:2]1[CH:7]=[C:6](I)[C:5]([Cl:9])=[CH:4][N:3]=1.[NH2:10][C:11]1[CH:20]=[CH:19][CH:18]=[CH:17][C:12]=1[C:13]([NH:15][CH3:16])=[O:14].P([O-])([O-])([O-])=O.[K+].[K+].[K+].C1(P(C2C=CC=CC=2)C2C=CC=CC=2OC2C=CC=CC=2P(C2C=CC=CC=2)C2C=CC=CC=2)C=CC=CC=1. Product: [Cl:1][C:2]1[CH:7]=[C:6]([NH:10][C:11]2[CH:20]=[CH:19][CH:18]=[CH:17][C:12]=2[C:13]([NH:15][CH3:16])=[O:14])[C:5]([Cl:9])=[CH:4][N:3]=1. The catalyst class is: 231. (2) Reactant: [CH:1]1([C:4]2[CH:9]=[C:8]([C:10](OC)=[O:11])[C:7]([O:14][CH2:15][O:16][CH3:17])=[CH:6][C:5]=2[C:18]2[CH:23]=[CH:22][C:21]([F:24])=[CH:20][CH:19]=2)[CH2:3][CH2:2]1.[H-].[Al+3].[Li+].[H-].[H-].[H-].[OH-].[Na+]. Product: [CH:1]1([C:4]2[CH:9]=[C:8]([CH2:10][OH:11])[C:7]([O:14][CH2:15][O:16][CH3:17])=[CH:6][C:5]=2[C:18]2[CH:23]=[CH:22][C:21]([F:24])=[CH:20][CH:19]=2)[CH2:3][CH2:2]1. The catalyst class is: 6. (3) Reactant: [CH:1]1([C:4]2([CH2:23]O)[CH2:8][CH2:7][N:6]([C:9]3[CH:14]=[CH:13][N:12]=[C:11]([NH:15][C:16]4[CH:17]=[N:18][N:19]([CH3:21])[CH:20]=4)[N:10]=3)[C:5]2=[O:22])[CH2:3][CH2:2]1.CS(Cl)(=O)=O.[CH2:30]([N:32](CC)CC)C.C(=O)([O-])O.[Na+]. Product: [CH:1]1([C:4]2([CH2:23][C:30]#[N:32])[CH2:8][CH2:7][N:6]([C:9]3[CH:14]=[CH:13][N:12]=[C:11]([NH:15][C:16]4[CH:17]=[N:18][N:19]([CH3:21])[CH:20]=4)[N:10]=3)[C:5]2=[O:22])[CH2:3][CH2:2]1. The catalyst class is: 7. (4) Reactant: [CH:1]1[C:7](=[O:8])[NH:6][C:4](=[O:5])[NH:3][C:2]=1Cl.[SH:10][C:11]1[CH:16]=[CH:15][C:14]([OH:17])=[CH:13][CH:12]=1.[OH-].[K+]. Product: [OH:17][C:14]1[CH:15]=[CH:16][C:11]([S:10][C:2]2[NH:3][C:4](=[O:5])[NH:6][C:7](=[O:8])[CH:1]=2)=[CH:12][CH:13]=1. The catalyst class is: 8.